Dataset: Forward reaction prediction with 1.9M reactions from USPTO patents (1976-2016). Task: Predict the product of the given reaction. Given the reactants [CH3:1][N:2]1[C:6]2[CH:7]=[CH:8][CH:9]=[CH:10][C:5]=2[N:4]=[C:3]1[CH2:11][O:12][C:13]1[CH:18]=[CH:17][C:16](C2N(C)N=CC=2C2C=CN=CC=2)=[CH:15][CH:14]=1.[N:31]1[CH:36]=[CH:35][C:34]([C:37]2[C:38](C3C=CC(O)=CC=3)=[N:39][N:40]([CH2:42][C:43]([F:46])([F:45])[F:44])[CH:41]=2)=[CH:33][CH:32]=1, predict the reaction product. The product is: [CH3:1][N:2]1[C:6]2[CH:7]=[CH:8][CH:9]=[CH:10][C:5]=2[N:4]=[C:3]1[CH2:11][O:12][C:13]1[CH:18]=[CH:17][C:16]([C:38]2[C:37]([C:34]3[CH:35]=[CH:36][N:31]=[CH:32][CH:33]=3)=[CH:41][N:40]([CH2:42][C:43]([F:44])([F:45])[F:46])[N:39]=2)=[CH:15][CH:14]=1.